Task: Regression. Given a peptide amino acid sequence and an MHC pseudo amino acid sequence, predict their binding affinity value. This is MHC class I binding data.. Dataset: Peptide-MHC class I binding affinity with 185,985 pairs from IEDB/IMGT (1) The peptide sequence is IQGTLAKAY. The MHC is HLA-A11:01 with pseudo-sequence HLA-A11:01. The binding affinity (normalized) is 0.0847. (2) The peptide sequence is ELRSRYWAI. The MHC is HLA-B46:01 with pseudo-sequence HLA-B46:01. The binding affinity (normalized) is 0.0847.